This data is from Forward reaction prediction with 1.9M reactions from USPTO patents (1976-2016). The task is: Predict the product of the given reaction. (1) Given the reactants [CH2:1]([O:8][C:9]1[CH:14]=[CH:13][C:12]([NH:15][C:16]2[C:25]3[C:20](=[CH:21][CH:22]=[C:23]([C:26]#[C:27][Si](C)(C)C)[CH:24]=3)[N:19]=[CH:18][N:17]=2)=[CH:11][CH:10]=1)[C:2]1[CH:7]=[CH:6][CH:5]=[CH:4][CH:3]=1.[F-].C([N+](CCCC)(CCCC)CCCC)CCC.O1CCCC1, predict the reaction product. The product is: [CH2:1]([O:8][C:9]1[CH:10]=[CH:11][C:12]([NH:15][C:16]2[C:25]3[C:20](=[CH:21][CH:22]=[C:23]([C:26]#[CH:27])[CH:24]=3)[N:19]=[CH:18][N:17]=2)=[CH:13][CH:14]=1)[C:2]1[CH:7]=[CH:6][CH:5]=[CH:4][CH:3]=1. (2) Given the reactants [CH2:1]([O:3][C:4]([C:6]1[CH:7]=[C:8]2[N:13]([C:14]=1[CH:15]([CH3:17])[CH3:16])[CH:12]=[CH:11][C:10]([CH2:18][O:19]C(=O)C)=[CH:9]2)=[O:5])[CH3:2].C(=O)([O-])[O-].[K+].[K+], predict the reaction product. The product is: [CH2:1]([O:3][C:4]([C:6]1[CH:7]=[C:8]2[N:13]([C:14]=1[CH:15]([CH3:16])[CH3:17])[CH:12]=[CH:11][C:10]([CH2:18][OH:19])=[CH:9]2)=[O:5])[CH3:2]. (3) Given the reactants [Cl:1][C:2]1[CH:28]=[CH:27][C:5]([CH2:6][N:7]2[C:11]3[CH:12]=[CH:13][CH:14]=[CH:15][C:10]=3[N:9]=[C:8]2[C:16]([N:18]2[CH2:23][CH2:22][CH:21]([C:24](O)=[O:25])[CH2:20][CH2:19]2)=[O:17])=[CH:4][CH:3]=1.C(Cl)CCl.ON1C2C=CC=CC=2N=N1.[N:43]1[CH:48]=[CH:47][C:46]([CH2:49][CH2:50][NH2:51])=[CH:45][CH:44]=1, predict the reaction product. The product is: [Cl:1][C:2]1[CH:3]=[CH:4][C:5]([CH2:6][N:7]2[C:11]3[CH:12]=[CH:13][CH:14]=[CH:15][C:10]=3[N:9]=[C:8]2[C:16]([N:18]2[CH2:23][CH2:22][CH:21]([C:24]([NH:51][CH2:50][CH2:49][C:46]3[CH:47]=[CH:48][N:43]=[CH:44][CH:45]=3)=[O:25])[CH2:20][CH2:19]2)=[O:17])=[CH:27][CH:28]=1. (4) Given the reactants [O:1]=[C:2]1[C:7]([C:8](OCC)=[O:9])=[N:6][NH:5][C:4](=[S:13])[NH:3]1.[NH3:14], predict the reaction product. The product is: [O:1]=[C:2]1[C:7]([C:8]([NH2:14])=[O:9])=[N:6][NH:5][C:4](=[S:13])[NH:3]1. (5) Given the reactants [F:1][C:2]1[CH:3]=[C:4]([C:8]2[N:9]([CH2:19][C:20]3[C:29]4[C:24](=[CH:25][CH:26]=[CH:27][CH:28]=4)[CH:23]=[CH:22][CH:21]=3)[C:10]([C:14]([O:16]CC)=[O:15])=[C:11]([CH3:13])[N:12]=2)[CH:5]=[N:6][CH:7]=1.[OH-].[Na+].Cl, predict the reaction product. The product is: [F:1][C:2]1[CH:3]=[C:4]([C:8]2[N:9]([CH2:19][C:20]3[C:29]4[C:24](=[CH:25][CH:26]=[CH:27][CH:28]=4)[CH:23]=[CH:22][CH:21]=3)[C:10]([C:14]([OH:16])=[O:15])=[C:11]([CH3:13])[N:12]=2)[CH:5]=[N:6][CH:7]=1. (6) Given the reactants [O:1]1[C:5]2[CH:6]=[CH:7][CH:8]=[CH:9][C:4]=2[C:3]([C:10]2[N:11]=[C:12]3[CH:17]=[CH:16][C:15](Br)=[CH:14][N:13]3[CH:19]=2)=[CH:2]1.[OH:20][CH2:21][C:22]1[CH:23]=[C:24](B(O)O)[CH:25]=[CH:26][CH:27]=1.C(#N)C.C(=O)([O-])[O-].[Na+].[Na+], predict the reaction product. The product is: [O:1]1[C:5]2[CH:6]=[CH:7][CH:8]=[CH:9][C:4]=2[C:3]([C:10]2[N:11]=[C:12]3[CH:17]=[CH:16][C:15]([C:26]4[CH:27]=[C:22]([CH2:21][OH:20])[CH:23]=[CH:24][CH:25]=4)=[CH:14][N:13]3[CH:19]=2)=[CH:2]1. (7) Given the reactants [Cl:1][C:2]1[CH:3]=[C:4]2[C:9](=[CH:10][C:11]=1[O:12][C:13]1[CH:18]=[CH:17][C:16]([C:19](=[O:28])[NH:20][C:21]3[N:22]=[N:23][C:24](Cl)=[CH:25][CH:26]=3)=[CH:15][CH:14]=1)[O:8][CH2:7][CH2:6][CH:5]2[C:29]([O:31][CH2:32][CH3:33])=[O:30].[Cl:34][C:35]1[CH:40]=[C:39]([C:41]([F:44])([F:43])[F:42])[CH:38]=[CH:37][C:36]=1B(O)O.C(=O)([O-])[O-].[Na+].[Na+], predict the reaction product. The product is: [Cl:1][C:2]1[CH:3]=[C:4]2[C:9](=[CH:10][C:11]=1[O:12][C:13]1[CH:14]=[CH:15][C:16]([C:19](=[O:28])[NH:20][C:21]3[N:22]=[N:23][C:24]([C:36]4[CH:37]=[CH:38][C:39]([C:41]([F:44])([F:43])[F:42])=[CH:40][C:35]=4[Cl:34])=[CH:25][CH:26]=3)=[CH:17][CH:18]=1)[O:8][CH2:7][CH2:6][CH:5]2[C:29]([O:31][CH2:32][CH3:33])=[O:30]. (8) Given the reactants ClC1C=C(C=CC=1)C(OO)=[O:6].[F:12][C:13]1[CH:18]=[CH:17][C:16]([S:19][CH3:20])=[CH:15][N:14]=1, predict the reaction product. The product is: [F:12][C:13]1[CH:18]=[CH:17][C:16]([S:19]([CH3:20])=[O:6])=[CH:15][N:14]=1. (9) Given the reactants [F:1][C:2]1[CH:3]=[C:4]2[C:9](=[CH:10][CH:11]=1)[C:8]([N:12]1[CH2:17][CH2:16][NH:15][C@H:14]([CH3:18])[CH2:13]1)=[CH:7][CH:6]=[C:5]2I.[C-:20]#[N:21].[K+], predict the reaction product. The product is: [C:20]([C:5]1[C:4]2[C:9](=[CH:10][CH:11]=[C:2]([F:1])[CH:3]=2)[C:8]([N:12]2[CH2:17][CH2:16][NH:15][C@H:14]([CH3:18])[CH2:13]2)=[CH:7][CH:6]=1)#[N:21].